The task is: Predict the reaction yield, written as a fraction of the theoretical maximum amount of product (1.0 means a 100% yield; for example, 0.34 means a 34% yield).. This data is from Reaction yield outcomes from USPTO patents with 853,638 reactions. The reactants are [F:1][C:2]1[CH:9]=[CH:8][C:5]([CH:6]=O)=[CH:4][CH:3]=1.[N+:10]([CH2:13][CH3:14])([O-:12])=[O:11].C(OC)(OC)OC.Cl.CN.C([O-])(=O)C.[K+]. The catalyst is CO. The product is [F:1][C:2]1[CH:9]=[CH:8][C:5](/[CH:6]=[C:13](/[N+:10]([O-:12])=[O:11])\[CH3:14])=[CH:4][CH:3]=1. The yield is 0.250.